Task: Predict the reactants needed to synthesize the given product.. Dataset: Full USPTO retrosynthesis dataset with 1.9M reactions from patents (1976-2016) (1) Given the product [Cl:1][C:2]1[CH:7]=[C:6]([C:16]#[N:17])[N:5]=[C:4]([C:9]([O:11][CH:12]([CH3:14])[CH3:13])=[O:10])[CH:3]=1, predict the reactants needed to synthesize it. The reactants are: [Cl:1][C:2]1[CH:3]=[C:4]([C:9]([O:11][CH:12]([CH3:14])[CH3:13])=[O:10])[N+:5]([O-])=[CH:6][CH:7]=1.C[CH2:16][N:17](CC)CC.C[Si](C#N)(C)C. (2) Given the product [CH3:13][C:4]1[CH:5]=[C:6]2[CH2:11][CH2:10][O:9][C:8](=[O:12])[C:7]2=[C:2]([N:21]2[CH2:26][CH2:25][CH2:24][CH2:23][CH2:22]2)[N:3]=1, predict the reactants needed to synthesize it. The reactants are: Cl[C:2]1[N:3]=[C:4]([CH3:13])[CH:5]=[C:6]2[CH2:11][CH2:10][O:9][C:8](=[O:12])[C:7]=12.C(N(CC)CC)C.[NH:21]1[CH2:26][CH2:25][CH2:24][CH2:23][CH2:22]1. (3) Given the product [F:1][C:2]1[C:3]2[C:4]3[C:8](=[CH:9][CH:10]=1)[NH:7][C:6](=[O:11])[C:5]=3[C:12]([C:19]1[NH:20][CH:21]=[CH:22][CH:23]=1)=[CH:13][C:14]=2[S:15]([CH2:16][CH2:17][OH:18])=[O:32], predict the reactants needed to synthesize it. The reactants are: [F:1][C:2]1[C:3]2[C:4]3[C:8](=[CH:9][CH:10]=1)[NH:7][C:6](=[O:11])[C:5]=3[C:12]([C:19]1[NH:20][CH:21]=[CH:22][CH:23]=1)=[CH:13][C:14]=2[S:15][CH2:16][CH2:17][OH:18].C1C=C(Cl)C=C(C(OO)=[O:32])C=1. (4) The reactants are: C([O:3][C:4](=[O:20])[C@@H:5]([O:18][CH3:19])[CH2:6][C:7]1[CH:12]=[CH:11][C:10]([O:13][CH2:14][CH2:15][CH2:16]Br)=[CH:9][CH:8]=1)C.[NH:21]1[C:29]2[C:24](=[CH:25][C:26]([OH:30])=[CH:27][CH:28]=2)[CH:23]=[CH:22]1.CO[C@@H](CC1C=CC(OCCCOC2C=CC=CC=2)=CC=1)C(O)=O. Given the product [NH:21]1[C:29]2[C:24](=[CH:25][C:26]([O:30][CH2:16][CH2:15][CH2:14][O:13][C:10]3[CH:9]=[CH:8][C:7]([CH2:6][C@H:5]([O:18][CH3:19])[C:4]([OH:3])=[O:20])=[CH:12][CH:11]=3)=[CH:27][CH:28]=2)[CH:23]=[CH:22]1, predict the reactants needed to synthesize it. (5) Given the product [F:44][CH:2]([F:1])[C:3]1[N:7]([C:8]2[N:13]=[C:12]([N:14]3[CH2:15][CH2:16][O:17][CH2:18][CH2:19]3)[N:11]=[C:10]([N:20]([CH3:34])[CH:21]3[CH2:26][CH2:25][N:24]([C:27]([O:29][C:30]([CH3:31])([CH3:33])[CH3:32])=[O:28])[CH2:23][CH2:22]3)[N:9]=2)[C:6]2[CH:35]=[CH:36][CH:37]=[C:38]([O:39][CH2:40][CH2:41][CH2:42][N:47]([CH3:48])[CH3:46])[C:5]=2[N:4]=1, predict the reactants needed to synthesize it. The reactants are: [F:1][CH:2]([F:44])[C:3]1[N:7]([C:8]2[N:13]=[C:12]([N:14]3[CH2:19][CH2:18][O:17][CH2:16][CH2:15]3)[N:11]=[C:10]([N:20]([CH3:34])[CH:21]3[CH2:26][CH2:25][N:24]([C:27]([O:29][C:30]([CH3:33])([CH3:32])[CH3:31])=[O:28])[CH2:23][CH2:22]3)[N:9]=2)[C:6]2[CH:35]=[CH:36][CH:37]=[C:38]([O:39][CH2:40][CH2:41][CH2:42]O)[C:5]=2[N:4]=1.C[CH2:46][N:47](CC)[CH2:48]C.CS(Cl)(=O)=O.CNC. (6) The reactants are: [N:1]1[N:2]([C:10]2[CH:11]=[C:12]([CH2:21][CH2:22][C:23]([OH:25])=[O:24])[CH:13]=[C:14]([C:17]([CH3:20])([CH3:19])[CH3:18])[C:15]=2[OH:16])[N:3]=[C:4]2[CH:9]=[CH:8][CH:7]=[CH:6][C:5]=12.S(=O)(=O)(O)O.[CH3:31]O. Given the product [N:1]1[N:2]([C:10]2[CH:11]=[C:12]([CH2:21][CH2:22][C:23]([O:25][CH3:31])=[O:24])[CH:13]=[C:14]([C:17]([CH3:20])([CH3:18])[CH3:19])[C:15]=2[OH:16])[N:3]=[C:4]2[CH:9]=[CH:8][CH:7]=[CH:6][C:5]=12, predict the reactants needed to synthesize it. (7) Given the product [N:3]1[CH:4]=[CH:5][C:6]([O:8][C:9]2[CH:10]=[C:11]3[C:16](=[CH:17][CH:18]=2)[C:15]([C:19]([NH:21][C:22]2[CH:27]=[CH:26][CH:25]=[C:24]([C:28]([F:29])([F:31])[F:30])[CH:23]=2)=[O:20])=[CH:14][CH:13]=[CH:12]3)=[N:7][CH:2]=1, predict the reactants needed to synthesize it. The reactants are: Cl[C:2]1[N:7]=[C:6]([O:8][C:9]2[CH:10]=[C:11]3[C:16](=[CH:17][CH:18]=2)[C:15]([C:19]([NH:21][C:22]2[CH:27]=[CH:26][CH:25]=[C:24]([C:28]([F:31])([F:30])[F:29])[CH:23]=2)=[O:20])=[CH:14][CH:13]=[CH:12]3)[CH:5]=[CH:4][N:3]=1. (8) Given the product [C:1]([O-:24])(=[O:23])[CH2:2][CH2:3][CH2:4][CH2:5][CH2:6][CH2:7][CH2:8][CH2:9][CH2:10][CH2:11][CH2:12][CH2:13][CH2:14][CH2:15][CH2:16][CH2:17][CH2:18][CH2:19][CH2:20][CH2:21][CH3:22].[K+:26], predict the reactants needed to synthesize it. The reactants are: [C:1]([OH:24])(=[O:23])[CH2:2][CH2:3][CH2:4][CH2:5][CH2:6][CH2:7][CH2:8][CH2:9][CH2:10][CH2:11][CH2:12][CH2:13][CH2:14][CH2:15][CH2:16][CH2:17][CH2:18][CH2:19][CH2:20][CH2:21][CH3:22].[OH-].[K+:26]. (9) Given the product [CH3:44][O:43][C:37]1[CH:36]=[C:35]([NH:34][CH:27]([C:28]2[CH:33]=[CH:32][CH:31]=[CH:30][CH:29]=2)[C:18]([C:17]2[C:11]3[C:12](=[N:13][CH:14]=[C:9]([F:8])[CH:10]=3)[NH:15][CH:16]=2)=[O:19])[CH:40]=[C:39]([O:41][CH3:42])[CH:38]=1, predict the reactants needed to synthesize it. The reactants are: C(N(CC)CC)C.[F:8][C:9]1[CH:10]=[C:11]2[C:17]([CH:18]=[O:19])=[CH:16][N:15](C(OC(C)(C)C)=O)[C:12]2=[N:13][CH:14]=1.[CH:27](=[N:34][C:35]1[CH:40]=[C:39]([O:41][CH3:42])[CH:38]=[C:37]([O:43][CH3:44])[CH:36]=1)[C:28]1[CH:33]=[CH:32][CH:31]=[CH:30][CH:29]=1. (10) Given the product [ClH:29].[ClH:29].[NH:8]1[CH2:13][CH2:12][CH:11]([CH2:14][CH2:15][N:16]2[CH2:26][C:25]3[N:27]4[C:18](=[CH:19][N:20]=[C:21]4[CH:22]=[CH:23][CH:24]=3)[C:17]2=[O:28])[CH2:10][CH2:9]1, predict the reactants needed to synthesize it. The reactants are: C(OC([N:8]1[CH2:13][CH2:12][CH:11]([CH2:14][CH2:15][N:16]2[CH2:26][C:25]3[N:27]4[C:18](=[CH:19][N:20]=[C:21]4[CH:22]=[CH:23][CH:24]=3)[C:17]2=[O:28])[CH2:10][CH2:9]1)=O)(C)(C)C.[ClH:29].